From a dataset of Reaction yield outcomes from USPTO patents with 853,638 reactions. Predict the reaction yield, written as a fraction of the theoretical maximum amount of product (1.0 means a 100% yield; for example, 0.34 means a 34% yield). The reactants are [Cl:1][C:2]1[CH:3]=[N:4][N:5]([CH3:17])[C:6]=1[C:7]1[CH:8]=[C:9]([C:14]([OH:16])=O)[S:10][C:11]=1[O:12][CH3:13].[NH2:18][C@@H:19]([CH2:32][C:33]1[CH:38]=[CH:37][C:36]([F:39])=[CH:35][CH:34]=1)[CH2:20][N:21]1[C:29](=[O:30])[C:28]2[C:23](=[CH:24][CH:25]=[CH:26][CH:27]=2)[C:22]1=[O:31].CC(OC(N[C@H](C(O)=O)CC1C=CC=CC=1C(F)(F)F)=O)(C)C.C1CN([P+](Br)(N2CCCC2)N2CCCC2)CC1.F[P-](F)(F)(F)(F)F.CCN(C(C)C)C(C)C. The catalyst is C(Cl)(Cl)Cl. The product is [Cl:1][C:2]1[CH:3]=[N:4][N:5]([CH3:17])[C:6]=1[C:7]1[CH:8]=[C:9]([C:14]([NH:18][C@@H:19]([CH2:32][C:33]2[CH:34]=[CH:35][C:36]([F:39])=[CH:37][CH:38]=2)[CH2:20][N:21]2[C:29](=[O:30])[C:28]3[C:23](=[CH:24][CH:25]=[CH:26][CH:27]=3)[C:22]2=[O:31])=[O:16])[S:10][C:11]=1[O:12][CH3:13]. The yield is 0.560.